Dataset: Reaction yield outcomes from USPTO patents with 853,638 reactions. Task: Predict the reaction yield, written as a fraction of the theoretical maximum amount of product (1.0 means a 100% yield; for example, 0.34 means a 34% yield). (1) The reactants are [CH:1]1([N:7]=[C:8]=[O:9])[CH2:6][CH2:5][CH2:4][CH2:3][CH2:2]1.Cl.[CH:11]1([CH2:14][CH2:15]N)[CH2:13][CH2:12]1.C([N:19](CC)CC)C. The catalyst is C(Cl)(Cl)Cl. The product is [CH:1]1([N:7]([CH2:15][CH2:14][CH:11]2[CH2:13][CH2:12]2)[C:8]([NH2:19])=[O:9])[CH2:6][CH2:5][CH2:4][CH2:3][CH2:2]1. The yield is 0.590. (2) The reactants are [Br:1][C:2]1[S:6][C:5]([NH:7]C(=O)C)=[N:4][C:3]=1[C:11]1[C:16]([CH3:17])=[CH:15][C:14]([O:18][C:19]2[CH:24]=[CH:23][C:22]([O:25][CH3:26])=[CH:21][CH:20]=2)=[CH:13][C:12]=1[CH3:27].Cl.[OH-].[Na+]. The catalyst is CO. The product is [Br:1][C:2]1[S:6][C:5]([NH2:7])=[N:4][C:3]=1[C:11]1[C:16]([CH3:17])=[CH:15][C:14]([O:18][C:19]2[CH:24]=[CH:23][C:22]([O:25][CH3:26])=[CH:21][CH:20]=2)=[CH:13][C:12]=1[CH3:27]. The yield is 0.550.